Regression. Given a peptide amino acid sequence and an MHC pseudo amino acid sequence, predict their binding affinity value. This is MHC class I binding data. From a dataset of Peptide-MHC class I binding affinity with 185,985 pairs from IEDB/IMGT. (1) The peptide sequence is TSWPLQCPLD. The MHC is Mamu-A01 with pseudo-sequence Mamu-A01. The binding affinity (normalized) is 0.380. (2) The peptide sequence is NVKHTSVSAK. The MHC is HLA-A03:01 with pseudo-sequence HLA-A03:01. The binding affinity (normalized) is 0.422. (3) The peptide sequence is VEIPNRIVF. The MHC is HLA-A02:03 with pseudo-sequence HLA-A02:03. The binding affinity (normalized) is 0.0847. (4) The peptide sequence is TALTGATEI. The MHC is H-2-Db with pseudo-sequence H-2-Db. The binding affinity (normalized) is 0.650. (5) The peptide sequence is ELVENGKKV. The MHC is HLA-A02:02 with pseudo-sequence HLA-A02:02. The binding affinity (normalized) is 0.254. (6) The peptide sequence is WSILRQRCW. The binding affinity (normalized) is 0.0847. The MHC is HLA-B35:01 with pseudo-sequence HLA-B35:01.